Dataset: CYP3A4 inhibition data for predicting drug metabolism from PubChem BioAssay. Task: Regression/Classification. Given a drug SMILES string, predict its absorption, distribution, metabolism, or excretion properties. Task type varies by dataset: regression for continuous measurements (e.g., permeability, clearance, half-life) or binary classification for categorical outcomes (e.g., BBB penetration, CYP inhibition). Dataset: cyp3a4_veith. The drug is Cc1cc(C)c(-n2c(O)c(C=NCCN3CCOCC3)c(=O)[nH]c2=O)c(C)c1. The result is 1 (inhibitor).